Predict the product of the given reaction. From a dataset of Forward reaction prediction with 1.9M reactions from USPTO patents (1976-2016). (1) The product is: [Cl:1][C:2]1[CH:3]=[CH:4][C:5]([O:6][C:7]2[CH:12]=[CH:11][C:10]([C:13]([O:21][CH3:30])([CH3:20])[CH2:14][N:15]3[CH:19]=[N:18][CH:17]=[N:16]3)=[C:9]([C:22]([F:25])([F:23])[F:24])[CH:8]=2)=[CH:26][CH:27]=1. Given the reactants [Cl:1][C:2]1[CH:27]=[CH:26][C:5]([O:6][C:7]2[CH:12]=[CH:11][C:10]([C:13]([OH:21])([CH3:20])[CH2:14][N:15]3[CH:19]=[N:18][CH:17]=[N:16]3)=[C:9]([C:22]([F:25])([F:24])[F:23])[CH:8]=2)=[CH:4][CH:3]=1.[H-].[Na+].[CH3:30]I.[Cl-].[Na+], predict the reaction product. (2) Given the reactants [Br:1][C:2]1[N:3]([CH:32]([CH3:34])[CH3:33])[C:4]([CH:12]([C:25]2[CH:30]=[CH:29][C:28]([Cl:31])=[CH:27][CH:26]=2)[NH:13][C:14]2[CH:15]=[C:16]([CH3:24])[C:17]3[N:21]=[N:20][N:19]([CH3:22])[C:18]=3[CH:23]=2)=[C:5]([C:7]([O:9]CC)=[O:8])[N:6]=1.Cl, predict the reaction product. The product is: [Br:1][C:2]1[N:3]([CH:32]([CH3:34])[CH3:33])[C:4]([CH:12]([C:25]2[CH:26]=[CH:27][C:28]([Cl:31])=[CH:29][CH:30]=2)[NH:13][C:14]2[CH:15]=[C:16]([CH3:24])[C:17]3[N:21]=[N:20][N:19]([CH3:22])[C:18]=3[CH:23]=2)=[C:5]([C:7]([OH:9])=[O:8])[N:6]=1. (3) Given the reactants FC(F)(F)S(O[C:7]1[CH2:12][CH2:11][N:10]([C:13]([O:15][C:16]([CH3:19])([CH3:18])[CH3:17])=[O:14])[CH2:9][C:8]=1[C:20]([O:22][CH2:23][CH3:24])=[O:21])(=O)=O.[CH3:27][O:28][C:29]1[CH:34]=[CH:33][C:32](B(O)O)=[CH:31][CH:30]=1.C(=O)([O-])[O-].[Na+].[Na+], predict the reaction product. The product is: [CH3:27][O:28][C:29]1[CH:34]=[CH:33][C:32]([C:7]2[CH2:12][CH2:11][N:10]([C:13]([O:15][C:16]([CH3:19])([CH3:18])[CH3:17])=[O:14])[CH2:9][C:8]=2[C:20]([O:22][CH2:23][CH3:24])=[O:21])=[CH:31][CH:30]=1.